Task: Predict which catalyst facilitates the given reaction.. Dataset: Catalyst prediction with 721,799 reactions and 888 catalyst types from USPTO (1) Reactant: [F:1][C:2]1[CH:3]=[C:4]([C@H:9]2[N:18]([CH2:19][C:20]([O:22]CC)=[O:21])[C:17](=[O:25])[C:12]3([CH2:16][CH2:15][CH2:14][CH2:13]3)[N:11]([C:26]([O:28][C:29]([CH3:32])([CH3:31])[CH3:30])=[O:27])[CH2:10]2)[CH:5]=[C:6]([F:8])[CH:7]=1.[Li+:33].[OH-].Cl. Product: [C:29]([O:28][C:26]([N:11]1[CH2:10][C@@H:9]([C:4]2[CH:3]=[C:2]([F:1])[CH:7]=[C:6]([F:8])[CH:5]=2)[N:18]([CH2:19][C:20]([O-:22])=[O:21])[C:17](=[O:25])[C:12]21[CH2:13][CH2:14][CH2:15][CH2:16]2)=[O:27])([CH3:32])([CH3:30])[CH3:31].[Li+:33]. The catalyst class is: 20. (2) Reactant: [N+:1]([C:4]1[CH:23]=[CH:22][C:7]([C:8]([O:10][C@H:11]2[C:15]3[N:16]=[CH:17][N:18]=[C:19](Cl)[C:14]=3[C@H:13]([CH3:21])[CH2:12]2)=[O:9])=[CH:6][CH:5]=1)([O-:3])=[O:2].[N:24]1([C:31]([O:33][C:34]([CH3:37])([CH3:36])[CH3:35])=[O:32])[CH2:30][CH2:29][CH2:28]N[CH2:26][CH2:25]1.[CH:38](N(CC)C(C)C)(C)C. Product: [CH3:21][C@H:13]1[C:14]2[C:19]([CH:38]3[CH2:28][CH2:29][CH2:30][N:24]([C:31]([O:33][C:34]([CH3:37])([CH3:36])[CH3:35])=[O:32])[CH2:25][CH2:26]3)=[N:18][CH:17]=[N:16][C:15]=2[C@H:11]([O:10][C:8](=[O:9])[C:7]2[CH:22]=[CH:23][C:4]([N+:1]([O-:3])=[O:2])=[CH:5][CH:6]=2)[CH2:12]1. The catalyst class is: 41. (3) Reactant: C(O[C:6](=O)[N:7](C)[CH:8]([CH3:36])[C:9]([NH:11][C:12]1[CH:17]=[CH:16][C:15]([N:18]([CH3:27])[C:19]([CH:21]2[CH2:26][CH2:25][O:24][CH2:23][CH2:22]2)=[O:20])=[C:14]([C:28]#[C:29][C:30]2[CH:35]=[CH:34][CH:33]=[CH:32][CH:31]=2)[N:13]=1)=[O:10])(C)(C)C.C(Cl)Cl.C(O)(C(F)(F)F)=O. Product: [CH3:27][N:18]([C:15]1[C:14]([C:28]#[C:29][C:30]2[CH:31]=[CH:32][CH:33]=[CH:34][CH:35]=2)=[N:13][C:12]([NH:11][C:9](=[O:10])[CH:8]([NH:7][CH3:6])[CH3:36])=[CH:17][CH:16]=1)[C:19]([CH:21]1[CH2:22][CH2:23][O:24][CH2:25][CH2:26]1)=[O:20]. The catalyst class is: 2. (4) Reactant: N#N.Cl[C:4]1[CH:9]=[C:8]([O:10][C:11]2[C:20]3[C:15](=[CH:16][CH:17]=[CH:18][CH:19]=3)[C:14]([NH:21][C:22](=[O:28])[O:23][C:24]([CH3:27])([CH3:26])[CH3:25])=[CH:13][CH:12]=2)[CH:7]=[CH:6][N:5]=1.[NH2:29][C:30]1[CH:31]=[C:32]([CH:36]=[C:37]([C:39]#[C:40][Si:41]([CH:48]([CH3:50])[CH3:49])([CH:45]([CH3:47])[CH3:46])[CH:42]([CH3:44])[CH3:43])[CH:38]=1)[C:33]([OH:35])=[O:34].C([O-])([O-])=O.[Cs+].[Cs+].C1C=CC(P(C2C(C3C(P(C4C=CC=CC=4)C4C=CC=CC=4)=CC=C4C=3C=CC=C4)=C3C(C=CC=C3)=CC=2)C2C=CC=CC=2)=CC=1. Product: [C:24]([O:23][C:22]([NH:21][C:14]1[C:15]2[C:20](=[CH:19][CH:18]=[CH:17][CH:16]=2)[C:11]([O:10][C:8]2[CH:7]=[CH:6][N:5]=[C:4]([NH:29][C:30]3[CH:31]=[C:32]([CH:36]=[C:37]([C:39]#[C:40][Si:41]([CH:42]([CH3:44])[CH3:43])([CH:48]([CH3:50])[CH3:49])[CH:45]([CH3:47])[CH3:46])[CH:38]=3)[C:33]([OH:35])=[O:34])[CH:9]=2)=[CH:12][CH:13]=1)=[O:28])([CH3:27])([CH3:26])[CH3:25]. The catalyst class is: 62.